From a dataset of Forward reaction prediction with 1.9M reactions from USPTO patents (1976-2016). Predict the product of the given reaction. The product is: [Cl:1][C:2]1[C:11]2[C:6](=[CH:7][C:8]([OH:14])=[C:9]([C:12]#[N:13])[CH:10]=2)[N:5]=[CH:4][CH:3]=1. Given the reactants [Cl:1][C:2]1[C:11]2[C:6](=[CH:7][C:8]([O:14]C)=[C:9]([C:12]#[N:13])[CH:10]=2)[N:5]=[CH:4][CH:3]=1.CO.[Cl-].[Cl-].[Cl-].[Al+3], predict the reaction product.